This data is from Forward reaction prediction with 1.9M reactions from USPTO patents (1976-2016). The task is: Predict the product of the given reaction. (1) Given the reactants [Cl:1][C:2]1[CH:3]=[CH:4][C:5]([S:9][CH3:10])=[C:6]([NH2:8])[CH:7]=1.CO[CH:13]1[CH2:17][CH2:16][CH:15](OC)O1.OS(O)(=O)=O.[BH4-].[Na+].[OH-].[Na+], predict the reaction product. The product is: [Cl:1][C:2]1[CH:3]=[CH:4][C:5]([S:9][CH3:10])=[C:6]([N:8]2[CH2:13][CH2:17][CH2:16][CH2:15]2)[CH:7]=1. (2) Given the reactants [F:1][C:2]1[CH:7]=[C:6]([F:8])[CH:5]=[CH:4][C:3]=1[S:9]([CH:12]=[CH:13][C:14]1[C:15]([NH:23][CH3:24])=[N:16][C:17](S(C)=O)=[N:18][CH:19]=1)(=[O:11])=[O:10].[CH3:25][N:26]1[CH2:31][CH2:30][N:29]([C:32]2[CH:33]=[CH:34][C:35]([NH2:38])=[N:36][CH:37]=2)[CH2:28][CH2:27]1, predict the reaction product. The product is: [F:1][C:2]1[CH:7]=[C:6]([F:8])[CH:5]=[CH:4][C:3]=1[S:9](/[CH:12]=[CH:13]/[C:14]1[C:15]([NH:23][CH3:24])=[N:16][C:17]([NH:38][C:35]2[CH:34]=[CH:33][C:32]([N:29]3[CH2:30][CH2:31][N:26]([CH3:25])[CH2:27][CH2:28]3)=[CH:37][N:36]=2)=[N:18][CH:19]=1)(=[O:11])=[O:10]. (3) Given the reactants [CH2:1]([O:4][C:5]1[CH:10]=[CH:9][C:8]([S:11](Cl)(=[O:13])=[O:12])=[CH:7][C:6]=1[C:15]1[NH:20][C:19](=[O:21])[C:18]2=[C:22]([CH3:28])[N:23]=[C:24]([CH2:25][CH2:26][CH3:27])[N:17]2[N:16]=1)[CH2:2][CH3:3].[OH:29][CH:30]1[CH2:35][CH2:34][NH:33][CH2:32][CH2:31]1, predict the reaction product. The product is: [OH:29][CH:30]1[CH2:35][CH2:34][N:33]([S:11]([C:8]2[CH:9]=[CH:10][C:5]([O:4][CH2:1][CH2:2][CH3:3])=[C:6]([C:15]3[NH:20][C:19](=[O:21])[C:18]4=[C:22]([CH3:28])[N:23]=[C:24]([CH2:25][CH2:26][CH3:27])[N:17]4[N:16]=3)[CH:7]=2)(=[O:13])=[O:12])[CH2:32][CH2:31]1.